From a dataset of Catalyst prediction with 721,799 reactions and 888 catalyst types from USPTO. Predict which catalyst facilitates the given reaction. (1) Reactant: [ClH:1].C1(C(C2C=CC=CC=2)=[N:9][C@:10]([C:17]2[CH:22]=[CH:21][CH:20]=[CH:19][C:18]=2[C:23]#[N:24])([C:12]([O:14][CH2:15][CH3:16])=[O:13])[CH3:11])C=CC=CC=1.C(OCC)C. Product: [ClH:1].[C:23]([C:18]1[CH:19]=[CH:20][CH:21]=[CH:22][C:17]=1[C@@:10]([C:12]([O:14][CH2:15][CH3:16])=[O:13])([CH3:11])[NH2:9])#[N:24]. The catalyst class is: 21. (2) Reactant: I[C:2]1[CH:3]=[C:4]([N:11]2[CH2:16][CH2:15][O:14][CH2:13][CH2:12]2)[CH:5]=[C:6]([N+:8]([O-:10])=[O:9])[CH:7]=1.[B:17]1([B:17]2[O:21][C:20]([CH3:23])([CH3:22])[C:19]([CH3:25])([CH3:24])[O:18]2)[O:21][C:20]([CH3:23])([CH3:22])[C:19]([CH3:25])([CH3:24])[O:18]1.CC([O-])=O.[K+]. Product: [N+:8]([C:6]1[CH:5]=[C:4]([N:11]2[CH2:16][CH2:15][O:14][CH2:13][CH2:12]2)[CH:3]=[C:2]([B:17]2[O:21][C:20]([CH3:23])([CH3:22])[C:19]([CH3:25])([CH3:24])[O:18]2)[CH:7]=1)([O-:10])=[O:9]. The catalyst class is: 418.